Dataset: Peptide-MHC class II binding affinity with 134,281 pairs from IEDB. Task: Regression. Given a peptide amino acid sequence and an MHC pseudo amino acid sequence, predict their binding affinity value. This is MHC class II binding data. (1) The peptide sequence is KYYLRLWAPELAKSQ. The MHC is HLA-DQA10401-DQB10402 with pseudo-sequence HLA-DQA10401-DQB10402. The binding affinity (normalized) is 0.259. (2) The peptide sequence is EKKYFAATQFEPNAA. The MHC is DRB1_1602 with pseudo-sequence DRB1_1602. The binding affinity (normalized) is 0.448. (3) The binding affinity (normalized) is 0.339. The MHC is HLA-DQA10501-DQB10301 with pseudo-sequence HLA-DQA10501-DQB10301. The peptide sequence is AAKEDFLGCLVKEIP.